From a dataset of Catalyst prediction with 721,799 reactions and 888 catalyst types from USPTO. Predict which catalyst facilitates the given reaction. Reactant: CO[CH:3]=[C:4]1[C:13]2[C:8](=[CH:9][CH:10]=[C:11]([N:14]3[CH:18]=[CH:17][CH:16]=[CH:15]3)[CH:12]=2)[C:7](=[O:19])[NH:6][C:5]1=[O:20].[CH3:21][N:22]1[CH2:27][CH2:26][N:25]([C:28]2[CH:33]=[CH:32][C:31]([NH2:34])=[CH:30][CH:29]=2)[CH2:24][CH2:23]1. Product: [CH3:21][N:22]1[CH2:23][CH2:24][N:25]([C:28]2[CH:33]=[CH:32][C:31]([NH:34]/[CH:3]=[C:4]3\[C:5](=[O:20])[NH:6][C:7](=[O:19])[C:8]4[C:13]\3=[CH:12][C:11]([N:14]3[CH:18]=[CH:17][CH:16]=[CH:15]3)=[CH:10][CH:9]=4)=[CH:30][CH:29]=2)[CH2:26][CH2:27]1. The catalyst class is: 9.